From a dataset of Forward reaction prediction with 1.9M reactions from USPTO patents (1976-2016). Predict the product of the given reaction. (1) Given the reactants Cl[C:2]1[CH:18]=[CH:17][C:5]([C:6]([NH:8][C:9]2[CH:14]=[CH:13][C:12]([I:15])=[C:11]([CH3:16])[CH:10]=2)=[O:7])=[CH:4][N:3]=1.[NH:19]1[CH2:29][CH2:28][CH:22]([C:23]([O:25][CH2:26][CH3:27])=[O:24])[CH2:21][CH2:20]1.C(N(C(C)C)CC)(C)C.CCOC(C)=O, predict the reaction product. The product is: [CH2:26]([O:25][C:23]([CH:22]1[CH2:28][CH2:29][N:19]([C:2]2[CH:18]=[CH:17][C:5]([C:6](=[O:7])[NH:8][C:9]3[CH:14]=[CH:13][C:12]([I:15])=[C:11]([CH3:16])[CH:10]=3)=[CH:4][N:3]=2)[CH2:20][CH2:21]1)=[O:24])[CH3:27]. (2) Given the reactants [Br:1][C:2]1[O:6][C:5]([C:7]([OH:9])=O)=[CH:4][CH:3]=1.[F:10][C:11]1[CH:17]=[CH:16][CH:15]=[C:14]([F:18])[C:12]=1[NH2:13].CCN(C(C)C)C(C)C.CN(C(ON1N=NC2C=CC=NC1=2)=[N+](C)C)C.F[P-](F)(F)(F)(F)F, predict the reaction product. The product is: [Br:1][C:2]1[O:6][C:5]([C:7]([NH:13][C:12]2[C:11]([F:10])=[CH:17][CH:16]=[CH:15][C:14]=2[F:18])=[O:9])=[CH:4][CH:3]=1. (3) Given the reactants [Br:1][CH2:2][C:3]([C:5]1[C:6](=[O:16])[O:7][C:8]2[C:13]([CH:14]=1)=[CH:12][CH:11]=[C:10]([F:15])[CH:9]=2)=O.[CH3:17][S:18][C:19]1[C:20]([NH2:25])=[N:21][CH:22]=[CH:23][N:24]=1, predict the reaction product. The product is: [BrH:1].[F:15][C:10]1[CH:9]=[C:8]2[C:13]([CH:14]=[C:5]([C:3]3[N:25]=[C:20]4[C:19]([S:18][CH3:17])=[N:24][CH:23]=[CH:22][N:21]4[CH:2]=3)[C:6](=[O:16])[O:7]2)=[CH:12][CH:11]=1. (4) Given the reactants C[O:2][C:3]([C:5]1[CH:10]=[C:9]([CH3:11])[C:8]([Br:12])=[CH:7][N:6]=1)=O.[CH3:13][NH2:14], predict the reaction product. The product is: [CH3:13][NH:14][C:3]([C:5]1[CH:10]=[C:9]([CH3:11])[C:8]([Br:12])=[CH:7][N:6]=1)=[O:2].